From a dataset of Catalyst prediction with 721,799 reactions and 888 catalyst types from USPTO. Predict which catalyst facilitates the given reaction. (1) Reactant: [CH2:1]([O:5][C:6]1[CH:35]=[CH:34][C:9]([CH2:10][NH:11][C:12]2[N:17]=[C:16]([O:18][CH2:19][C:20]([F:23])([F:22])[F:21])[N:15]=[C:14]([NH:24][C:25]3[CH:33]=[CH:32][C:28]([C:29]([OH:31])=O)=[CH:27][CH:26]=3)[N:13]=2)=[CH:8][CH:7]=1)[CH2:2][CH:3]=[CH2:4].[CH2:36]([S:39]([NH2:42])(=[O:41])=[O:40])[CH:37]=[CH2:38].CN(C(ON1N=NC2C=CC=NC1=2)=[N+](C)C)C.F[P-](F)(F)(F)(F)F. Product: [CH2:36]([S:39]([NH:42][C:29](=[O:31])[C:28]1[CH:27]=[CH:26][C:25]([NH:24][C:14]2[N:13]=[C:12]([NH:11][CH2:10][C:9]3[CH:8]=[CH:7][C:6]([O:5][CH2:1][CH2:2][CH:3]=[CH2:4])=[CH:35][CH:34]=3)[N:17]=[C:16]([O:18][CH2:19][C:20]([F:21])([F:22])[F:23])[N:15]=2)=[CH:33][CH:32]=1)(=[O:41])=[O:40])[CH:37]=[CH2:38]. The catalyst class is: 2. (2) Reactant: C[Si](C)(C)[C:3]1[C:4](=[O:9])CCCC=1.CCC(C)[BH-](C(C)CC)C(C)CC.[Li+].C1(N([S:33]([C:36]([F:39])([F:38])[F:37])(=[O:35])=[O:34])[S:33]([C:36]([F:39])([F:38])[F:37])(=[O:35])=[O:34])C=CC=CC=1. Product: [O:3]([CH:4]=[CH2:9])[S:33]([C:36]([F:39])([F:38])[F:37])(=[O:35])=[O:34]. The catalyst class is: 1. (3) Reactant: P(Cl)(Cl)(Cl)=O.[Br:6][C:7]1[N:8]([C:17]2[C:26]3[C:21](=[CH:22][CH:23]=[CH:24][CH:25]=3)[C:20]([CH:27]3[CH2:29][CH2:28]3)=[CH:19][CH:18]=2)[C:9]([S:12][CH2:13][C:14]([OH:16])=[O:15])=[N:10][N:11]=1.[OH:30][CH:31]1[O:37][C@H:36]([C@@H:38]([CH2:40]O)[OH:39])[C@H:34]([OH:35])[C@H:32]1[OH:33]. Product: [Br:6][C:7]1[N:8]([C:17]2[C:26]3[C:21](=[CH:22][CH:23]=[CH:24][CH:25]=3)[C:20]([CH:27]3[CH2:29][CH2:28]3)=[CH:19][CH:18]=2)[C:9]([S:12][CH2:13][C:14]([O:16][CH2:40][CH:38]([OH:39])[CH:36]2[CH:34]([OH:35])[CH:32]([OH:33])[CH:31]([OH:30])[O:37]2)=[O:15])=[N:10][N:11]=1. The catalyst class is: 17. (4) Product: [CH3:22][O:21][CH:3]([O:2][CH3:1])[CH2:4][N:5]1[CH:6]=[C:7]([C:18](=[O:20])[NH:41][C@@H:39]([C:36]2[CH:37]=[CH:38][C:33]([F:32])=[CH:34][CH:35]=2)[CH3:40])[C:8](=[O:17])[C:9]([O:15][CH3:16])=[C:10]1[C:11]([O:13][CH3:14])=[O:12]. Reactant: [CH3:1][O:2][CH:3]([O:21][CH3:22])[CH2:4][N:5]1[C:10]([C:11]([O:13][CH3:14])=[O:12])=[C:9]([O:15][CH3:16])[C:8](=[O:17])[C:7]([C:18]([OH:20])=O)=[CH:6]1.C(N(C(C)C)CC)(C)C.[F:32][C:33]1[CH:38]=[CH:37][C:36]([C@H:39]([NH2:41])[CH3:40])=[CH:35][CH:34]=1.CN(C(ON1N=NC2C=CC=NC1=2)=[N+](C)C)C.F[P-](F)(F)(F)(F)F. The catalyst class is: 10. (5) The catalyst class is: 15. Reactant: [NH2:1][C:2]1[CH:11]=[C:10]([F:12])[C:9]([CH3:13])=[C:8]2[C:3]=1[C:4](=[O:23])[C:5]([C:18]([O:20]CC)=[O:19])=[CH:6][N:7]2[C@@H:14]1[CH2:16][C@@H:15]1[F:17].O.S(=O)(=O)(O)O. Product: [NH2:1][C:2]1[CH:11]=[C:10]([F:12])[C:9]([CH3:13])=[C:8]2[C:3]=1[C:4](=[O:23])[C:5]([C:18]([OH:20])=[O:19])=[CH:6][N:7]2[C@@H:14]1[CH2:16][C@@H:15]1[F:17]. (6) Reactant: [CH3:1][O:2][C:3]1[CH:4]=[C:5]([C:12]2[C:13](=[O:31])[NH:14][C:15](=[O:30])[C:16]=2[C:17]2[C:25]3[C:20](=[CH:21][CH:22]=[CH:23][CH:24]=3)[N:19]([CH2:26][CH2:27][CH2:28]Br)[CH:18]=2)[C:6]2[O:10][CH:9]=[CH:8][C:7]=2[CH:11]=1.[CH3:32][NH:33][CH3:34]. Product: [CH3:1][O:2][C:3]1[CH:4]=[C:5]([C:12]2[C:13](=[O:31])[NH:14][C:15](=[O:30])[C:16]=2[C:17]2[C:25]3[C:20](=[CH:21][CH:22]=[CH:23][CH:24]=3)[N:19]([CH2:26][CH2:27][CH2:28][N:33]([CH3:34])[CH3:32])[CH:18]=2)[C:6]2[O:10][CH:9]=[CH:8][C:7]=2[CH:11]=1. The catalyst class is: 60. (7) Reactant: FC(F)(F)S(O[C:7]1[C:16]2[C:11](=[CH:12][CH:13]=[C:14]([C:17]([O:19][CH3:20])=[O:18])[CH:15]=2)[O:10][CH2:9][CH:8]=1)(=O)=O.[CH:23]1(B2OC(C)(C)C(C)(C)O2)[CH2:25][CH2:24]1.O.[OH-].[Li+].O1CCOCC1. Product: [CH:23]1([C:7]2[C:16]3[C:11](=[CH:12][CH:13]=[C:14]([C:17]([O:19][CH3:20])=[O:18])[CH:15]=3)[O:10][CH2:9][CH:8]=2)[CH2:25][CH2:24]1. The catalyst class is: 263. (8) Reactant: Cl.[NH2:2][CH:3]1[CH:10]2[CH2:11][CH:6]3[CH2:7][CH:8]([CH2:12][CH:4]1[CH2:5]3)[CH2:9]2.[C:13]([O-])(O)=[O:14].[Na+].ClC(Cl)(OC(=O)OC(Cl)(Cl)Cl)Cl. Product: [CH:10]12[CH2:11][CH:6]3[CH2:7][CH:8]([CH2:12][CH:4]([CH2:5]3)[CH:3]1[N:2]=[C:13]=[O:14])[CH2:9]2. The catalyst class is: 2. (9) Reactant: [N:1]([C@H:4]1[C@@H:9]([NH:10][C:11]([O:13][C:14]([CH3:17])([CH3:16])[CH3:15])=[O:12])[CH2:8][CH2:7][C@@H:6]([C:18]([O:20]CC2C=CC=CC=2)=[O:19])[CH2:5]1)=[N+:2]=[N-:3].[OH-].[Li+]. Product: [N:1]([C@H:4]1[C@@H:9]([NH:10][C:11]([O:13][C:14]([CH3:17])([CH3:15])[CH3:16])=[O:12])[CH2:8][CH2:7][C@@H:6]([C:18]([OH:20])=[O:19])[CH2:5]1)=[N+:2]=[N-:3]. The catalyst class is: 30.